Task: Predict the product of the given reaction.. Dataset: Forward reaction prediction with 1.9M reactions from USPTO patents (1976-2016) (1) Given the reactants [Cl:1][C:2]1[CH:17]=[CH:16][C:5]2[N:6]=[C:7]([N:9]3[CH2:14][CH2:13][CH:12]([NH2:15])[CH2:11][CH2:10]3)[S:8][C:4]=2[CH:3]=1.[CH3:18][O:19][C:20](=[O:30])[CH2:21][C:22]1[CH:27]=[CH:26][CH:25]=[C:24]([CH2:28]Br)[CH:23]=1.C(=O)([O-])[O-].[K+].[K+].CN(C)C=O, predict the reaction product. The product is: [CH3:18][O:19][C:20](=[O:30])[CH2:21][C:22]1[CH:27]=[CH:26][CH:25]=[C:24]([CH2:28][NH:15][CH:12]2[CH2:11][CH2:10][N:9]([C:7]3[S:8][C:4]4[CH:3]=[C:2]([Cl:1])[CH:17]=[CH:16][C:5]=4[N:6]=3)[CH2:14][CH2:13]2)[CH:23]=1. (2) Given the reactants [Br:1][C:2]1[CH:15]=[CH:14][C:5]([O:6][CH2:7][C@@H:8]([OH:13])[CH2:9][C:10]([OH:12])=O)=[CH:4][CH:3]=1.CCN=C=NCCC[N+](C)(C)C.[I-].ON1C2C=CC=CC=2N=N1.CN1CCOCC1.Cl.[CH2:47]([O:54][NH2:55])[C:48]1[CH:53]=[CH:52][CH:51]=[CH:50][CH:49]=1.Cl, predict the reaction product. The product is: [CH2:47]([O:54][NH:55][C:10](=[O:12])[CH2:9][C@H:8]([OH:13])[CH2:7][O:6][C:5]1[CH:4]=[CH:3][C:2]([Br:1])=[CH:15][CH:14]=1)[C:48]1[CH:53]=[CH:52][CH:51]=[CH:50][CH:49]=1. (3) Given the reactants [CH3:1][C:2]1([CH3:34])[C:6]2[C:7]([O:11][C:12]3[N:17]=[CH:16][C:15]([NH:18][C:19]([C@H:21]([NH:26]C(=O)OC(C)(C)C)[C:22]([CH3:25])([CH3:24])[CH3:23])=[O:20])=[CH:14][N:13]=3)=[CH:8][CH:9]=[CH:10][C:5]=2[O:4][CH2:3]1.C(O)(C(F)(F)F)=O, predict the reaction product. The product is: [CH3:1][C:2]1([CH3:34])[C:6]2[C:7]([O:11][C:12]3[N:17]=[CH:16][C:15]([NH:18][C:19](=[O:20])[C@@H:21]([C:22]([CH3:25])([CH3:24])[CH3:23])[NH2:26])=[CH:14][N:13]=3)=[CH:8][CH:9]=[CH:10][C:5]=2[O:4][CH2:3]1. (4) Given the reactants [CH3:1][C:2]1[CH:10]=[C:9]2[C:5]([CH:6]=[CH:7][NH:8]2)=[CH:4][N:3]=1.CN(C=O)C.[CH:16]1(Br)[CH2:19][CH2:18][CH2:17]1.C(=O)([O-])[O-].[Cs+].[Cs+], predict the reaction product. The product is: [CH:16]1([N:8]2[C:9]3[C:5](=[CH:4][N:3]=[C:2]([CH3:1])[CH:10]=3)[CH:6]=[CH:7]2)[CH2:19][CH2:18][CH2:17]1.